This data is from Reaction yield outcomes from USPTO patents with 853,638 reactions. The task is: Predict the reaction yield, written as a fraction of the theoretical maximum amount of product (1.0 means a 100% yield; for example, 0.34 means a 34% yield). The reactants are I([O-])(=O)(=O)=O.[Na+].[O:7]([CH2:14][CH:15]([OH:18])CO)[C:8]1[CH:13]=[CH:12][CH:11]=[CH:10][CH:9]=1. The catalyst is ClCCl. The product is [O:7]([CH2:14][CH:15]=[O:18])[C:8]1[CH:13]=[CH:12][CH:11]=[CH:10][CH:9]=1. The yield is 1.00.